This data is from NCI-60 drug combinations with 297,098 pairs across 59 cell lines. The task is: Regression. Given two drug SMILES strings and cell line genomic features, predict the synergy score measuring deviation from expected non-interaction effect. (1) Drug 1: CN1CCC(CC1)COC2=C(C=C3C(=C2)N=CN=C3NC4=C(C=C(C=C4)Br)F)OC. Drug 2: COC1=CC(=CC(=C1O)OC)C2C3C(COC3=O)C(C4=CC5=C(C=C24)OCO5)OC6C(C(C7C(O6)COC(O7)C8=CC=CS8)O)O. Cell line: COLO 205. Synergy scores: CSS=33.9, Synergy_ZIP=-0.544, Synergy_Bliss=0.382, Synergy_Loewe=-26.7, Synergy_HSA=-4.93. (2) Drug 1: CC12CCC(CC1=CCC3C2CCC4(C3CC=C4C5=CN=CC=C5)C)O. Drug 2: CC1=CC=C(C=C1)C2=CC(=NN2C3=CC=C(C=C3)S(=O)(=O)N)C(F)(F)F. Cell line: SK-MEL-2. Synergy scores: CSS=6.06, Synergy_ZIP=1.24, Synergy_Bliss=4.43, Synergy_Loewe=-0.473, Synergy_HSA=2.27.